Dataset: Catalyst prediction with 721,799 reactions and 888 catalyst types from USPTO. Task: Predict which catalyst facilitates the given reaction. (1) Reactant: [F:1][C:2]1[CH:3]=[C:4]([C:11]2[CH:16]=[CH:15][C:14]([C:17]([F:20])([F:19])[F:18])=[CH:13][CH:12]=2)[CH:5]=[CH:6][C:7]=1[CH2:8][CH:9]=[O:10].[BH4-].[Na+].CCOC(C)=O.CCCCCC. Product: [F:1][C:2]1[CH:3]=[C:4]([C:11]2[CH:16]=[CH:15][C:14]([C:17]([F:18])([F:19])[F:20])=[CH:13][CH:12]=2)[CH:5]=[CH:6][C:7]=1[CH2:8][CH2:9][OH:10]. The catalyst class is: 36. (2) Reactant: [N-:1]=[N+:2]=[N-:3].[Na+].[C:5]([O:11][CH2:12]Cl)(=[O:10])[C:6]([CH3:9])([CH3:8])[CH3:7]. Product: [C:5]([O:11][CH2:12][N:1]=[N+:2]=[N-:3])(=[O:10])[C:6]([CH3:9])([CH3:8])[CH3:7]. The catalyst class is: 238. (3) Reactant: [H-].[Al+3].[Li+].[H-].[H-].[H-].[CH:7]1([N:13]([CH2:17][CH2:18][O:19][C:20]2[CH:25]=[CH:24][CH:23]=[CH:22][CH:21]=2)[C:14](=O)[CH3:15])[CH2:12][CH2:11][CH2:10][CH2:9][CH2:8]1.O.[OH-].[Na+]. Product: [CH2:14]([N:13]([CH:7]1[CH2:12][CH2:11][CH2:10][CH2:9][CH2:8]1)[CH2:17][CH2:18][O:19][C:20]1[CH:25]=[CH:24][CH:23]=[CH:22][CH:21]=1)[CH3:15]. The catalyst class is: 7. (4) Reactant: B(Br)(Br)Br.[F:5][C:6]1[CH:7]=[C:8]([CH:21]=[CH:22][CH:23]=1)[C:9]([C:11]1[CH:18]=[C:17]([O:19]C)[CH:16]=[CH:15][C:12]=1[C:13]#[N:14])=[O:10].C(=O)(O)[O-].[Na+]. Product: [F:5][C:6]1[CH:7]=[C:8]([CH:21]=[CH:22][CH:23]=1)[C:9]([C:11]1[CH:18]=[C:17]([OH:19])[CH:16]=[CH:15][C:12]=1[C:13]#[N:14])=[O:10]. The catalyst class is: 2. (5) Reactant: [C:1]([C:5]1[N:6]=[C:7]([N:23]2[CH2:28][CH2:27][O:26][CH2:25][CH2:24]2)[C:8]2[N:13]=[N:12][N:11](CC3C=CC(OC)=CC=3)[C:9]=2[N:10]=1)([CH3:4])([CH3:3])[CH3:2]. Product: [C:1]([C:5]1[N:6]=[C:7]([N:23]2[CH2:28][CH2:27][O:26][CH2:25][CH2:24]2)[C:8]2[N:13]=[N:12][NH:11][C:9]=2[N:10]=1)([CH3:4])([CH3:2])[CH3:3]. The catalyst class is: 67. (6) Reactant: [F:1][CH:2]([F:22])[O:3][C:4]1[CH:9]=[CH:8][C:7]([NH:10][CH:11]2[CH2:16][CH2:15][N:14]([C@H:17]([CH3:21])[CH2:18][C:19]#[N:20])[CH2:13][CH2:12]2)=[CH:6][CH:5]=1.Cl.[C:24](Cl)(=[O:31])[C:25]1[CH:30]=[CH:29][CH:28]=[N:27][CH:26]=1.CCN(C(C)C)C(C)C. Product: [C:19]([CH2:18][C@H:17]([N:14]1[CH2:15][CH2:16][CH:11]([N:10]([C:7]2[CH:6]=[CH:5][C:4]([O:3][CH:2]([F:1])[F:22])=[CH:9][CH:8]=2)[C:24](=[O:31])[C:25]2[CH:30]=[CH:29][CH:28]=[N:27][CH:26]=2)[CH2:12][CH2:13]1)[CH3:21])#[N:20]. The catalyst class is: 1.